From a dataset of Reaction yield outcomes from USPTO patents with 853,638 reactions. Predict the reaction yield, written as a fraction of the theoretical maximum amount of product (1.0 means a 100% yield; for example, 0.34 means a 34% yield). (1) The reactants are [Cl:1][C:2]1[CH:10]=[C:9]2[C:5]([CH:6]=[CH:7][NH:8]2)=[CH:4][C:3]=1[C:11]1[CH:12]=[N:13][N:14]([CH3:16])[CH:15]=1.C([BH3-])#N.[Na+]. The catalyst is CC(O)=O. The product is [Cl:1][C:2]1[CH:10]=[C:9]2[C:5]([CH2:6][CH2:7][NH:8]2)=[CH:4][C:3]=1[C:11]1[CH:12]=[N:13][N:14]([CH3:16])[CH:15]=1. The yield is 0.570. (2) The reactants are [Cl:1][C:2]1[N:3]=[C:4]([N:14]2[CH2:19][CH2:18][O:17][CH2:16][CH2:15]2)[C:5]2[N:11]=[CH:10][C:9]([CH:12]=O)=[CH:8][C:6]=2[N:7]=1.[OH:20][CH:21]([CH3:30])[C:22]([N:24]1[CH2:29][CH2:28][NH:27][CH2:26][CH2:25]1)=[O:23].C(OC)(OC)OC.C(O[BH-](OC(=O)C)OC(=O)C)(=O)C.[Na+]. The catalyst is C(Cl)Cl.ClCCCl. The product is [Cl:1][C:2]1[N:3]=[C:4]([N:14]2[CH2:19][CH2:18][O:17][CH2:16][CH2:15]2)[C:5]2[N:11]=[CH:10][C:9]([CH2:12][N:27]3[CH2:26][CH2:25][N:24]([C:22](=[O:23])[CH:21]([OH:20])[CH3:30])[CH2:29][CH2:28]3)=[CH:8][C:6]=2[N:7]=1. The yield is 0.330.